From a dataset of Forward reaction prediction with 1.9M reactions from USPTO patents (1976-2016). Predict the product of the given reaction. Given the reactants [CH3:1][N:2]1[CH2:15][CH2:14][C:13]2[C:12]3[CH:11]=[C:10]([CH3:16])[CH:9]=[CH:8][C:7]=3[NH:6][C:5]=2[CH2:4][CH2:3]1.[Cl:17][C:18]1[CH:19]=[N:20][CH:21]=[C:22]([CH:24]=[CH2:25])[CH:23]=1.[OH-].[Na+], predict the reaction product. The product is: [Cl:17][C:18]1[CH:23]=[C:22]([CH2:24][CH2:25][N:6]2[C:7]3[CH:8]=[CH:9][C:10]([CH3:16])=[CH:11][C:12]=3[C:13]3[CH2:14][CH2:15][N:2]([CH3:1])[CH2:3][CH2:4][C:5]2=3)[CH:21]=[N:20][CH:19]=1.